Task: Binary Classification. Given a drug SMILES string, predict its activity (active/inactive) in a high-throughput screening assay against a specified biological target.. Dataset: Kir2.1 potassium channel HTS with 301,493 compounds (1) The drug is O1C(=N/C(=C/N(C)C)C1=O)/C=C\c1ccc(OC)cc1. The result is 0 (inactive). (2) The compound is s1c(NC(=O)C2CCCC2)ncc1C. The result is 0 (inactive). (3) The compound is S=C1N(CCCC)C(=O)/C(=C\c2ccc(N3CCCCCC3)cc2)C(=O)N1. The result is 0 (inactive).